From a dataset of Forward reaction prediction with 1.9M reactions from USPTO patents (1976-2016). Predict the product of the given reaction. Given the reactants [CH2:1]([O:8][C:9](Cl)=[O:10])[C:2]1[CH:7]=[CH:6][CH:5]=[CH:4][CH:3]=1.C([N:19]1[CH2:26][C@H:25]2[C@H:21]([CH2:22][CH2:23][C:24]2=[O:27])[CH2:20]1)C1C=CC=CC=1, predict the reaction product. The product is: [CH2:1]([O:8][C:9]([N:19]1[CH2:26][C@H:25]2[C@H:21]([CH2:22][CH2:23][C:24]2=[O:27])[CH2:20]1)=[O:10])[C:2]1[CH:7]=[CH:6][CH:5]=[CH:4][CH:3]=1.